Dataset: Forward reaction prediction with 1.9M reactions from USPTO patents (1976-2016). Task: Predict the product of the given reaction. (1) Given the reactants [NH2:1][C:2]1[O:3][CH2:4][C@@:5]2([N:22]=1)[C:18]1[CH:17]=[C:16](Br)[CH:15]=[C:14]([F:20])[C:13]=1[O:12][C:11]1[C:6]2=[CH:7][C:8]([OH:21])=[CH:9][CH:10]=1.CC1C=CC(S(O[CH2:34][C:35]([C:38]#[N:39])([CH3:37])[CH3:36])(=O)=O)=CC=1.[CH3:40][C:41]1[N:46]=[CH:45][C:44](B(O)O)=[CH:43][CH:42]=1, predict the reaction product. The product is: [NH2:1][C:2]1[O:3][CH2:4][C@@:5]2([N:22]=1)[C:18]1[CH:17]=[C:16]([C:44]3[CH:45]=[N:46][C:41]([CH3:40])=[CH:42][CH:43]=3)[CH:15]=[C:14]([F:20])[C:13]=1[O:12][C:11]1[C:6]2=[CH:7][C:8]([O:21][CH2:37][C:35]([CH3:34])([CH3:36])[C:38]#[N:39])=[CH:9][CH:10]=1. (2) Given the reactants [Cl:1][C:2]1[CH:7]=[CH:6][CH:5]=[CH:4][C:3]=1[CH:8]([C:20]1[CH:25]=[CH:24][C:23]([S:26]([CH3:29])(=[O:28])=[O:27])=[CH:22][CH:21]=1)[CH2:9][C:10]([C:12]1[CH:13]=[CH:14][C:15](=[O:19])[N:16]([CH3:18])[CH:17]=1)=O.Cl.[NH2:31][OH:32].C([O-])(O)=O.[Na+], predict the reaction product. The product is: [Cl:1][C:2]1[CH:7]=[CH:6][CH:5]=[CH:4][C:3]=1[CH:8]([C:20]1[CH:25]=[CH:24][C:23]([S:26]([CH3:29])(=[O:28])=[O:27])=[CH:22][CH:21]=1)[CH2:9]/[C:10](/[C:12]1[CH:13]=[CH:14][C:15](=[O:19])[N:16]([CH3:18])[CH:17]=1)=[N:31]\[OH:32]. (3) Given the reactants [CH2:1]([O:3][C:4](=[O:31])[CH2:5][N:6]1[C:14]2[CH2:13][CH2:12][CH2:11][C@@H:10]([N:15]([S:17]([C:20]3[CH:25]=[C:24]([C:26]([F:29])([F:28])[F:27])[CH:23]=[C:22](F)[CH:21]=3)(=[O:19])=[O:18])[CH3:16])[C:9]=2[CH:8]=[N:7]1)[CH3:2].[CH2:32]([SH:34])[CH3:33], predict the reaction product. The product is: [CH2:1]([O:3][C:4](=[O:31])[CH2:5][N:6]1[C:14]2[CH2:13][CH2:12][CH2:11][C@@H:10]([N:15]([S:17]([C:20]3[CH:25]=[C:24]([C:26]([F:27])([F:28])[F:29])[CH:23]=[C:22]([S:34][CH2:32][CH3:33])[CH:21]=3)(=[O:18])=[O:19])[CH3:16])[C:9]=2[CH:8]=[N:7]1)[CH3:2]. (4) Given the reactants [CH3:1][O:2][C:3]1[CH:4]=[C:5]([N:12]2[CH2:17][CH2:16][NH:15][CH2:14][CH2:13]2)[CH:6]=[CH:7][C:8]=1[N+:9]([O-:11])=[O:10].[CH:18]([S:20]([CH3:23])(=[O:22])=[O:21])=[CH2:19], predict the reaction product. The product is: [CH3:1][O:2][C:3]1[CH:4]=[C:5]([N:12]2[CH2:17][CH2:16][N:15]([CH2:19][CH2:18][S:20]([CH3:23])(=[O:22])=[O:21])[CH2:14][CH2:13]2)[CH:6]=[CH:7][C:8]=1[N+:9]([O-:11])=[O:10]. (5) Given the reactants C(OC(=O)[NH:7][CH2:8][CH2:9][N:10]1[C:18]2[C:17]([NH:19][C:20]3[CH:21]=[C:22]4[C:26](=[CH:27][CH:28]=3)[N:25]([CH2:29][C:30]3[CH:35]=[CH:34][CH:33]=[C:32]([O:36][C:37]([F:40])([F:39])[F:38])[CH:31]=3)[CH:24]=[CH:23]4)=[N:16][CH:15]=[N:14][C:13]=2[CH:12]=[CH:11]1)(C)(C)C.[ClH:42].CO, predict the reaction product. The product is: [ClH:42].[ClH:42].[NH2:7][CH2:8][CH2:9][N:10]1[C:18]2[C:17]([NH:19][C:20]3[CH:21]=[C:22]4[C:26](=[CH:27][CH:28]=3)[N:25]([CH2:29][C:30]3[CH:35]=[CH:34][CH:33]=[C:32]([O:36][C:37]([F:38])([F:40])[F:39])[CH:31]=3)[CH:24]=[CH:23]4)=[N:16][CH:15]=[N:14][C:13]=2[CH:12]=[CH:11]1. (6) The product is: [C:21]([C:23]1[CH:24]=[C:25]([CH:28]=[CH:29][CH:30]=1)[CH2:26][O:27][CH2:32][CH2:33][C:34]([O:36][C:37]([CH3:40])([CH3:39])[CH3:38])=[O:35])#[N:22]. Given the reactants NC(=NO)C1C=CC(COCC(OC(C)(C)C)=O)=CC=1.[C:21]([C:23]1[CH:24]=[C:25]([CH:28]=[CH:29][CH:30]=1)[CH2:26][OH:27])#[N:22].Br[CH2:32][CH2:33][C:34]([O:36][C:37]([CH3:40])([CH3:39])[CH3:38])=[O:35], predict the reaction product.